From a dataset of Full USPTO retrosynthesis dataset with 1.9M reactions from patents (1976-2016). Predict the reactants needed to synthesize the given product. Given the product [OH:1][C:2]1[CH:7]=[C:6]([OH:8])[CH:5]=[CH:4][C:3]=1[CH:9]1[CH2:14][CH2:13][C:12](=[N:20][OH:21])[CH2:11][CH2:10]1, predict the reactants needed to synthesize it. The reactants are: [OH:1][C:2]1[CH:7]=[C:6]([OH:8])[CH:5]=[CH:4][C:3]=1[CH:9]1[CH2:14][CH2:13][C:12](=O)[CH2:11][CH2:10]1.C(O)C.Cl.[NH2:20][OH:21].